From a dataset of Reaction yield outcomes from USPTO patents with 853,638 reactions. Predict the reaction yield, written as a fraction of the theoretical maximum amount of product (1.0 means a 100% yield; for example, 0.34 means a 34% yield). (1) The yield is 1.00. The catalyst is CO.O. The reactants are [CH:1]([CH:4]1[N:9]([C:10]2[N:15]=[C:14]([C:16]([F:19])([F:18])[F:17])[C:13]([C:20]([O:22]CC)=[O:21])=[CH:12][N:11]=2)[CH2:8][CH2:7][N:6]2[C:25]3[CH:31]=[C:30]([S:32]([CH3:35])(=[O:34])=[O:33])[CH:29]=[CH:28][C:26]=3[N:27]=[C:5]12)([CH3:3])[CH3:2].[OH-].[Na+].Cl. The product is [CH:1]([CH:4]1[N:9]([C:10]2[N:15]=[C:14]([C:16]([F:19])([F:18])[F:17])[C:13]([C:20]([OH:22])=[O:21])=[CH:12][N:11]=2)[CH2:8][CH2:7][N:6]2[C:25]3[CH:31]=[C:30]([S:32]([CH3:35])(=[O:33])=[O:34])[CH:29]=[CH:28][C:26]=3[N:27]=[C:5]12)([CH3:3])[CH3:2]. (2) The reactants are [H-].[Al+3].[Li+].[H-].[H-].[H-].[CH2:7]([C:9]1[C:17]2[N:16]3[C@H:18]([CH3:23])[CH2:19][NH:20][C:21](=O)[C:15]3=[CH:14][C:13]=2[CH:12]=[CH:11][CH:10]=1)[CH3:8]. The catalyst is O1CCCC1. The product is [CH2:7]([C:9]1[C:17]2[N:16]3[C@H:18]([CH3:23])[CH2:19][NH:20][CH2:21][C:15]3=[CH:14][C:13]=2[CH:12]=[CH:11][CH:10]=1)[CH3:8]. The yield is 1.00.